The task is: Predict the reactants needed to synthesize the given product.. This data is from Full USPTO retrosynthesis dataset with 1.9M reactions from patents (1976-2016). Given the product [CH2:1]([N:8]1[CH2:13][CH2:12][C:11]([OH:14])([CH3:15])[CH2:10][CH2:9]1)[C:2]1[CH:3]=[CH:4][CH:5]=[CH:6][CH:7]=1, predict the reactants needed to synthesize it. The reactants are: [CH2:1]([N:8]1[CH2:13][CH2:12][C:11](=[O:14])[CH2:10][CH2:9]1)[C:2]1[CH:7]=[CH:6][CH:5]=[CH:4][CH:3]=1.[CH3:15][Li].O.